From a dataset of Reaction yield outcomes from USPTO patents with 853,638 reactions. Predict the reaction yield, written as a fraction of the theoretical maximum amount of product (1.0 means a 100% yield; for example, 0.34 means a 34% yield). The reactants are [Cl:1][C:2]1[CH:3]=[CH:4][C:5]2[O:10][CH:9]([C:11]([N:13]3[CH2:19][CH2:18][CH2:17][N:16]([CH2:20][C:21]4[CH:26]=[CH:25][C:24]([F:27])=[CH:23][CH:22]=4)[CH2:15][CH2:14]3)=[O:12])[CH2:8][NH:7][C:6]=2[CH:28]=1.C([N:31]([CH2:34]C)CC)C.ClC(OCC)=[O:38]. The catalyst is C1COCC1. The product is [Cl:1][C:2]1[CH:3]=[CH:4][C:5]2[O:10][CH:9]([C:11]([N:13]3[CH2:19][CH2:18][CH2:17][N:16]([CH2:20][C:21]4[CH:22]=[CH:23][C:24]([F:27])=[CH:25][CH:26]=4)[CH2:15][CH2:14]3)=[O:12])[CH2:8][N:7]([C:34]([NH2:31])=[O:38])[C:6]=2[CH:28]=1. The yield is 0.250.